From a dataset of Forward reaction prediction with 1.9M reactions from USPTO patents (1976-2016). Predict the product of the given reaction. Given the reactants [CH3:1][O:2][C:3]1[C:8]([O:9][CH3:10])=[CH:7][C:6](/[CH:11]=[CH:12]/[C:13]([OH:15])=O)=[C:5]([CH2:16][CH3:17])[CH:4]=1.[CH2:18]([O:25][C:26]1[CH:27]=[C:28]([CH2:34][CH2:35][NH2:36])[CH:29]=[CH:30][C:31]=1[O:32][CH3:33])[C:19]1[CH:24]=[CH:23][CH:22]=[CH:21][CH:20]=1.CCN([CH:43]([CH3:45])[CH3:44])C(C)C.CN(C(ON1N=N[C:56]2[CH:57]=CC=N[C:55]1=2)=[N+](C)C)C.F[P-](F)(F)(F)(F)F, predict the reaction product. The product is: [CH2:10]([O:9][C:8]1[C:3]([O:2][CH3:1])=[CH:4][C:5]([CH2:16][CH3:17])=[C:6](/[CH:11]=[CH:12]/[C:13]([NH:36][CH2:35][CH2:34][C:28]2[CH:29]=[CH:30][C:31]([O:32][CH3:33])=[C:26]([O:25][CH2:18][C:19]3[CH:20]=[CH:21][CH:22]=[CH:23][CH:24]=3)[CH:27]=2)=[O:15])[CH:7]=1)[C:44]1[CH:43]=[CH:45][CH:57]=[CH:56][CH:55]=1.